From a dataset of Reaction yield outcomes from USPTO patents with 853,638 reactions. Predict the reaction yield, written as a fraction of the theoretical maximum amount of product (1.0 means a 100% yield; for example, 0.34 means a 34% yield). The reactants are [Br:1][C:2]1[CH:3]=[C:4]([C:13]([O:15][CH2:16][CH3:17])=[O:14])[C:5]2[C:10]([CH2:11][CH3:12])=[N:9][NH:8][C:6]=2[N:7]=1.C([O-])([O-])=O.[K+].[K+].Br[CH:25]([CH3:27])[CH3:26]. The catalyst is C(#N)C. The product is [Br:1][C:2]1[CH:3]=[C:4]([C:13]([O:15][CH2:16][CH3:17])=[O:14])[C:5]2[C:10]([CH2:11][CH3:12])=[N:9][N:8]([CH:25]([CH3:27])[CH3:26])[C:6]=2[N:7]=1. The yield is 0.877.